The task is: Predict the product of the given reaction.. This data is from Forward reaction prediction with 1.9M reactions from USPTO patents (1976-2016). (1) Given the reactants [C:1]([O:5][C:6]([NH:8][C@H:9]([C:11]([OH:13])=O)[CH3:10])=[O:7])([CH3:4])([CH3:3])[CH3:2].[CH2:14]([O:21][CH2:22][CH2:23][C@H:24]([NH:28][CH2:29][CH:30]([O:33][CH3:34])[O:31][CH3:32])[CH2:25][O:26][CH3:27])[C:15]1[CH:20]=[CH:19][CH:18]=[CH:17][CH:16]=1.CN1CCOCC1.F[P-](F)(F)(F)(F)F.N1(OC(N(C)C)=[N+](C)C)C2N=CC=CC=2N=N1, predict the reaction product. The product is: [C:1]([O:5][C:6](=[O:7])[NH:8][C@H:9]([C:11](=[O:13])[N:28]([C@H:24]([CH2:25][O:26][CH3:27])[CH2:23][CH2:22][O:21][CH2:14][C:15]1[CH:20]=[CH:19][CH:18]=[CH:17][CH:16]=1)[CH2:29][CH:30]([O:31][CH3:32])[O:33][CH3:34])[CH3:10])([CH3:2])([CH3:3])[CH3:4]. (2) The product is: [F:33][C:34]([F:46])([F:45])[C:5]([OH:7])=[O:6].[CH3:5][C@@H:2]1[N:1]([CH2:31][C:28]2[CH:27]=[CH:26][N:25]=[CH:30][CH:29]=2)[C:8](=[O:9])[N:42]([C:41]2[CH:43]=[CH:44][C:38]([S:35]([C:34]([F:45])([F:33])[F:46])(=[O:36])=[O:37])=[CH:39][CH:40]=2)[C:3]1=[O:4]. Given the reactants [NH:1]([C:8](OCC1C2C(=CC=CC=2)C2C1=CC=CC=2)=[O:9])[C@H:2]([C:5]([OH:7])=[O:6])[CH2:3][OH:4].[N:25]1[CH:30]=[CH:29][C:28]([CH:31]=O)=[CH:27][CH:26]=1.[F:33][C:34]([F:46])([F:45])[S:35]([C:38]1[CH:44]=[CH:43][C:41]([NH2:42])=[CH:40][CH:39]=1)(=[O:37])=[O:36], predict the reaction product. (3) The product is: [C:2]1([N:8]2[CH2:13][CH2:12][CH2:11][CH2:10][CH2:9]2)[CH:7]=[CH:6][CH:5]=[CH:4][CH:3]=1. Given the reactants Cl[C:2]1[CH:7]=[CH:6][CH:5]=[CH:4][CH:3]=1.[NH:8]1[CH2:13][CH2:12][CH2:11][CH2:10][CH2:9]1, predict the reaction product. (4) Given the reactants C1(C)C=CC(S(O[CH:11]2[CH2:16][CH2:15][N:14]([C:17]3[CH:22]=[CH:21][C:20]([N:23]4[CH2:27][C@H:26]([CH2:28][NH:29][C:30](=[O:32])[CH3:31])[O:25][C:24]4=[O:33])=[CH:19][C:18]=3[F:34])[CH2:13][CH2:12]2)(=O)=O)=CC=1.[CH3:36][S:37]([CH2:40][C:41]1[NH:45][N:44]=[N:43][N:42]=1)(=[O:39])=[O:38].C([O-])([O-])=O.[K+].[K+], predict the reaction product. The product is: [CH3:36][S:37]([CH2:40][C:41]1[N:45]([CH:11]2[CH2:12][CH2:13][N:14]([C:17]3[CH:22]=[CH:21][C:20]([N:23]4[CH2:27][C@H:26]([CH2:28][NH:29][C:30](=[O:32])[CH3:31])[O:25][C:24]4=[O:33])=[CH:19][C:18]=3[F:34])[CH2:15][CH2:16]2)[N:44]=[N:43][N:42]=1)(=[O:39])=[O:38].